From a dataset of Reaction yield outcomes from USPTO patents with 853,638 reactions. Predict the reaction yield, written as a fraction of the theoretical maximum amount of product (1.0 means a 100% yield; for example, 0.34 means a 34% yield). (1) The reactants are C([O:3][C:4]([C@@H:6]1[C@@H:8]([C:9](=[O:24])[N:10]([CH2:17][C:18]2[CH:23]=[CH:22][CH:21]=[CH:20][CH:19]=2)[C:11]2[CH:16]=[CH:15][CH:14]=[CH:13][CH:12]=2)[O:7]1)=[O:5])C.[OH-].[K+]. The catalyst is C(O)C. The product is [CH2:17]([N:10]([C:11]1[CH:16]=[CH:15][CH:14]=[CH:13][CH:12]=1)[C:9]([C@H:8]1[O:7][C@@H:6]1[C:4]([OH:5])=[O:3])=[O:24])[C:18]1[CH:19]=[CH:20][CH:21]=[CH:22][CH:23]=1. The yield is 0.890. (2) The reactants are [CH2:1]([O:3][C:4]([C:6]1[CH:7]=[C:8]([C:12]2[CH:17]=[CH:16][C:15]([O:18]CC3C=CC=CC=3)=[CH:14][CH:13]=2)[CH:9]=[CH:10][CH:11]=1)=[O:5])[CH3:2].Cl.FC(F)(F)C(O)=O. The catalyst is C(O)C.C(OCC)(=O)C.[Pd].[OH-].[OH-].[Pd+2]. The product is [CH2:1]([O:3][C:4]([C:6]1[CH:7]=[C:8]([C:12]2[CH:13]=[CH:14][C:15]([OH:18])=[CH:16][CH:17]=2)[CH:9]=[CH:10][CH:11]=1)=[O:5])[CH3:2]. The yield is 0.950. (3) The reactants are [C:9](O[C:9]([O:11][C:12]([CH3:15])([CH3:14])[CH3:13])=[O:10])([O:11][C:12]([CH3:15])([CH3:14])[CH3:13])=[O:10].[NH2:16][CH2:17][CH2:18][CH2:19][OH:20].O. The catalyst is ClCCl. The product is [C:12]([O:11][C:9]([NH:16][CH2:17][CH2:18][CH2:19][OH:20])=[O:10])([CH3:13])([CH3:14])[CH3:15]. The yield is 0.960.